Dataset: Peptide-MHC class I binding affinity with 185,985 pairs from IEDB/IMGT. Task: Regression. Given a peptide amino acid sequence and an MHC pseudo amino acid sequence, predict their binding affinity value. This is MHC class I binding data. (1) The peptide sequence is IVHSYLKNY. The MHC is HLA-A31:01 with pseudo-sequence HLA-A31:01. The binding affinity (normalized) is 0.0624. (2) The peptide sequence is TADDITMGY. The MHC is HLA-A29:02 with pseudo-sequence HLA-A29:02. The binding affinity (normalized) is 0.137. (3) The peptide sequence is IWFMTIPDTF. The MHC is Mamu-B01 with pseudo-sequence Mamu-B01. The binding affinity (normalized) is 0.108. (4) The peptide sequence is RYPLCFGW. The MHC is HLA-A23:01 with pseudo-sequence HLA-A23:01. The binding affinity (normalized) is 0.599. (5) The peptide sequence is DTTYQRTRAL. The MHC is HLA-A02:02 with pseudo-sequence HLA-A02:02. The binding affinity (normalized) is 0.000779. (6) The binding affinity (normalized) is 0.0847. The peptide sequence is GYIPIERVL. The MHC is HLA-A11:01 with pseudo-sequence HLA-A11:01. (7) The MHC is HLA-B15:01 with pseudo-sequence HLA-B15:01. The binding affinity (normalized) is 0.704. The peptide sequence is RLRGEQRKTF. (8) The peptide sequence is GPSPSHKSV. The MHC is HLA-A68:02 with pseudo-sequence HLA-A68:02. The binding affinity (normalized) is 0.0847. (9) The peptide sequence is ELFIAPEGM. The MHC is HLA-A26:01 with pseudo-sequence HLA-A26:01. The binding affinity (normalized) is 0.200. (10) The peptide sequence is GMAEDLQSL. The MHC is HLA-B07:02 with pseudo-sequence HLA-B07:02. The binding affinity (normalized) is 0.0847.